Dataset: Full USPTO retrosynthesis dataset with 1.9M reactions from patents (1976-2016). Task: Predict the reactants needed to synthesize the given product. (1) Given the product [CH2:33]([S:30]([NH:29][C:27]1[CH:26]=[CH:25][C:23]2[NH:24][C:19]([C:3]3[C:4](=[O:18])[C@:5]([CH3:17])([CH2:12][CH2:13][CH:14]([CH3:15])[CH3:16])[C:6]4[C:11](=[CH:10][CH:9]=[CH:8][CH:7]=4)[C:2]=3[O-:1])=[N:20][S:21](=[O:36])(=[O:35])[C:22]=2[CH:28]=1)(=[O:31])=[O:32])[CH3:34].[Na+:38], predict the reactants needed to synthesize it. The reactants are: [OH:1][C:2]1[C:11]2[C:6](=[CH:7][CH:8]=[CH:9][CH:10]=2)[C@@:5]([CH3:17])([CH2:12][CH2:13][CH:14]([CH3:16])[CH3:15])[C:4](=[O:18])[C:3]=1[C:19]1[NH:24][C:23]2[CH:25]=[CH:26][C:27]([NH:29][S:30]([CH2:33][CH3:34])(=[O:32])=[O:31])=[CH:28][C:22]=2[S:21](=[O:36])(=[O:35])[N:20]=1.[OH-].[Na+:38]. (2) Given the product [CH:10]1(/[CH:16]=[C:17](\[C:2]2[CH:7]=[CH:6][C:5]([O:8][CH3:9])=[CH:4][CH:3]=2)/[CH2:18][OH:19])[CH2:15][CH2:14][CH2:13][CH2:12][CH2:11]1, predict the reactants needed to synthesize it. The reactants are: Br[C:2]1[CH:7]=[CH:6][C:5]([O:8][CH3:9])=[CH:4][CH:3]=1.[CH:10]1(/[CH:16]=[C:17](\B2OC(C)(C)C(C)(C)O2)/[CH2:18][OH:19])[CH2:15][CH2:14][CH2:13][CH2:12][CH2:11]1.[F-].[Cs+]. (3) Given the product [CH3:1][N:2]1[CH2:7][CH2:6][N:5]2[N:8]=[C:9]([C:14]([NH2:19])=[O:15])[C:10]([N+:11]([O-:13])=[O:12])=[C:4]2[C:3]1=[O:18], predict the reactants needed to synthesize it. The reactants are: [CH3:1][N:2]1[CH2:7][CH2:6][N:5]2[N:8]=[C:9]([C:14](OC)=[O:15])[C:10]([N+:11]([O-:13])=[O:12])=[C:4]2[C:3]1=[O:18].[NH3:19].C(O)C. (4) Given the product [CH2:1]([N:3]1[C:7]2=[N:8][C:9]([CH2:49][CH3:50])=[C:10]([CH2:19][NH:20][C:21]([C:23]3[CH:28]=[C:27]([CH3:29])[CH:26]=[C:25]([C:30]([NH:32][CH2:33][C:34]4[CH:35]=[C:36]([C:41]5[CH:46]=[CH:45][CH:44]=[C:43]([CH2:47][N:55]6[CH2:56][CH2:57][N:52]([CH3:51])[CH2:53][CH2:54]6)[CH:42]=5)[C:37]([F:40])=[CH:38][CH:39]=4)=[O:31])[CH:24]=3)=[O:22])[C:11]([NH:12][CH:13]3[CH2:18][CH2:17][O:16][CH2:15][CH2:14]3)=[C:6]2[CH:5]=[N:4]1)[CH3:2], predict the reactants needed to synthesize it. The reactants are: [CH2:1]([N:3]1[C:7]2=[N:8][C:9]([CH2:49][CH3:50])=[C:10]([CH2:19][NH:20][C:21]([C:23]3[CH:28]=[C:27]([CH3:29])[CH:26]=[C:25]([C:30]([NH:32][CH2:33][C:34]4[CH:35]=[C:36]([C:41]5[CH:46]=[CH:45][CH:44]=[C:43]([CH:47]=O)[CH:42]=5)[C:37]([F:40])=[CH:38][CH:39]=4)=[O:31])[CH:24]=3)=[O:22])[C:11]([NH:12][CH:13]3[CH2:18][CH2:17][O:16][CH2:15][CH2:14]3)=[C:6]2[CH:5]=[N:4]1)[CH3:2].[CH3:51][N:52]1[CH2:57][CH2:56][NH:55][CH2:54][CH2:53]1.C(O)(=O)C.C(O[BH-](OC(=O)C)OC(=O)C)(=O)C. (5) Given the product [CH3:7][C:6]1[CH:5]=[CH:4][S:3][C:2]=1[CH2:12][CH2:13][O:14][C:15](=[O:10])[CH3:11], predict the reactants needed to synthesize it. The reactants are: Br[C:2]1[S:3][CH:4]=[CH:5][C:6]=1[CH3:7].C1[O:10]C1.[CH2:11]1[CH2:15][O:14][CH2:13][CH2:12]1.C(Cl)(=O)C. (6) The reactants are: [Cu][C:2]#[N:3].N1C=CC=CC=1.Br[C:11]1[N:12]=[C:13]([CH2:16][C:17]([CH3:20])([CH3:19])[CH3:18])[S:14][CH:15]=1. Given the product [CH2:16]([C:13]1[S:14][CH:15]=[C:11]([C:2]#[N:3])[N:12]=1)[C:17]([CH3:20])([CH3:19])[CH3:18], predict the reactants needed to synthesize it. (7) Given the product [ClH:18].[CH2:2]([O:3][C:4](=[O:37])[CH2:5][CH2:6][C:7]([N:9]1[C:17]2[C:12](=[CH:13][C:14]([CH2:19][CH2:20][N:21]3[CH2:26][CH2:25][N:24]([C:27]4[C:31]5[CH:32]=[CH:33][CH:34]=[CH:35][C:30]=5[S:29][N:28]=4)[CH2:23][CH2:22]3)=[C:15]([Cl:18])[CH:16]=2)[CH2:11][C:10]1=[O:36])=[O:8])[CH3:38], predict the reactants needed to synthesize it. The reactants are: Cl.[CH3:2][O:3][C:4](=[O:37])[CH2:5][CH2:6][C:7]([N:9]1[C:17]2[C:12](=[CH:13][C:14]([CH2:19][CH2:20][N:21]3[CH2:26][CH2:25][N:24]([C:27]4[C:31]5[CH:32]=[CH:33][CH:34]=[CH:35][C:30]=5[S:29][N:28]=4)[CH2:23][CH2:22]3)=[C:15]([Cl:18])[CH:16]=2)[CH2:11][C:10]1=[O:36])=[O:8].[CH2:38](O)C.Cl.